This data is from Forward reaction prediction with 1.9M reactions from USPTO patents (1976-2016). The task is: Predict the product of the given reaction. (1) Given the reactants O.C([O-])=O.[Na+].C(O)(=O)C.C([O:17][C:18]1[CH:41]=[CH:40][C:39]([N:42]2[CH2:47][CH2:46][CH2:45][CH2:44][CH2:43]2)=[CH:38][C:19]=1[C:20]([NH:22][C:23]1[CH:32]=[C:31]([C:33]2[O:34][CH:35]=[CH:36][CH:37]=2)[CH:30]=[CH:29][C:24]=1[C:25]([O:27][CH3:28])=[O:26])=[O:21])C1C=CC=CC=1, predict the reaction product. The product is: [O:34]1[CH:35]=[CH:36][CH:37]=[C:33]1[C:31]1[CH:30]=[CH:29][C:24]([C:25]([O:27][CH3:28])=[O:26])=[C:23]([NH:22][C:20](=[O:21])[C:19]2[CH:38]=[C:39]([N:42]3[CH2:43][CH2:44][CH2:45][CH2:46][CH2:47]3)[CH:40]=[CH:41][C:18]=2[OH:17])[CH:32]=1. (2) Given the reactants [CH3:1][NH2:2].[CH2:3]([NH2:10])[C:4]1[CH:9]=[CH:8]C=[CH:6][CH:5]=1.[C:11]([O:15]CC)(=O)[CH:12]=[CH2:13].C(OC)(=O)C=C.C(C(=C)C(OCC)=O)CC, predict the reaction product. The product is: [CH3:3][NH2:10].[CH3:1][N:2]1[CH2:13][CH2:12][C:11](=[O:15])[CH:5]([CH2:4][CH2:9][CH3:8])[CH2:6]1. (3) Given the reactants [Si]([O:18][CH2:19][C@H:20]1[O:24][C@@H:23]([N:25]2[C:34]3[N:33]=[CH:32][N:31]=[C:29]([NH2:30])[C:28]=3[N:27]=[CH:26]2)[C@H:22]([O:35][CH2:36][CH2:37][O:38][CH3:39])[C@@H:21]1[OH:40])(C(C)(C)C)(C1C=CC=CC=1)C1C=CC=CC=1.CCCC[N+](CCCC)(CCCC)CCCC.[F-].[C:59](Cl)(=[O:66])[C:60]1[CH:65]=[CH:64][CH:63]=[CH:62][CH:61]=1, predict the reaction product. The product is: [C:59]([NH:30][C:29]1[C:28]2[N:27]=[CH:26][N:25]([C:34]=2[N:33]=[CH:32][N:31]=1)[C@@H:23]1[O:24][C@H:20]([CH2:19][OH:18])[C@@H:21]([OH:40])[C@H:22]1[O:35][CH2:36][CH2:37][O:38][CH3:39])(=[O:66])[C:60]1[CH:65]=[CH:64][CH:63]=[CH:62][CH:61]=1. (4) Given the reactants [Cl:1][C:2]1[CH:7]=[CH:6][C:5]([N+:8]([O-])=O)=[C:4]([O:11][CH:12]([CH3:14])[CH3:13])[CH:3]=1.O.NN, predict the reaction product. The product is: [Cl:1][C:2]1[CH:7]=[CH:6][C:5]([NH2:8])=[C:4]([O:11][CH:12]([CH3:14])[CH3:13])[CH:3]=1. (5) Given the reactants Cl[C:2]1[CH:3]=[C:4]([C:9]2[N:13]3[C:14]4[N:22]=[C:21]([O:23][CH3:24])[CH:20]=[CH:19][C:15]=4[N:16]=[C:17]([CH3:18])[C:12]3=[C:11]([CH3:25])[N:10]=2)[CH:5]=[C:6](Cl)[CH:7]=1.[F:26][C:27]([F:38])([F:37])C1C=CC=CC=1B(O)O.C([O-])([O-])=O.[K+].[K+], predict the reaction product. The product is: [CH3:24][O:23][C:21]1[CH:20]=[CH:19][C:15]2[N:16]=[C:17]([CH3:18])[C:12]3[N:13]([C:9]([C:4]4[CH:5]=[CH:6][CH:7]=[CH:2][C:3]=4[C:27]([F:38])([F:37])[F:26])=[N:10][C:11]=3[CH3:25])[C:14]=2[N:22]=1.